This data is from Forward reaction prediction with 1.9M reactions from USPTO patents (1976-2016). The task is: Predict the product of the given reaction. (1) Given the reactants Br[C:2]1[N:7]=[C:6]([NH2:8])[CH:5]=[CH:4][C:3]=1[O:9][CH3:10].[C:11]([C:13]1[CH:14]=[C:15](B(O)O)[CH:16]=[CH:17][CH:18]=1)#[N:12], predict the reaction product. The product is: [NH2:8][C:6]1[N:7]=[C:2]([C:17]2[CH:18]=[C:13]([CH:14]=[CH:15][CH:16]=2)[C:11]#[N:12])[C:3]([O:9][CH3:10])=[CH:4][CH:5]=1. (2) Given the reactants [F:1][C:2]1[CH:7]=[CH:6][C:5]([F:8])=[CH:4][CH:3]=1.[Cl:9][CH2:10][C:11](Cl)=[O:12].[Cl-].[Al+3].[Cl-].[Cl-].Cl, predict the reaction product. The product is: [Cl:9][CH2:10][C:11]([C:6]1[CH:7]=[C:2]([F:1])[CH:3]=[CH:4][C:5]=1[F:8])=[O:12]. (3) Given the reactants [ClH:1].F[C:3]1[CH:20]=[CH:19][CH:18]=[CH:17][C:4]=1[CH2:5][C:6]1[N:11]=[CH:10][C:9]2[C:12]([CH3:16])([CH3:15])[CH2:13][NH:14][C:8]=2[CH:7]=1.[Br-].C1(C[Zn+])CCCCC1, predict the reaction product. The product is: [ClH:1].[CH:4]1([CH2:5][C:6]2[N:11]=[CH:10][C:9]3[C:12]([CH3:16])([CH3:15])[CH2:13][NH:14][C:8]=3[CH:7]=2)[CH2:3][CH2:20][CH2:19][CH2:18][CH2:17]1. (4) The product is: [N+:9]([C:12]1[CH:13]=[CH:14][C:15]([CH:16]([C:7]2[N:6]=[C:5]([CH2:28][CH2:27][CH3:31])[NH:4][CH:8]=2)[OH:17])=[CH:18][CH:19]=1)([O-:11])=[O:10]. Given the reactants C([N:4]1[CH:8]=[CH:7][N:6]=[CH:5]1)CC.[N+:9]([C:12]1[CH:19]=[CH:18][C:15]([CH:16]=[O:17])=[CH:14][CH:13]=1)([O-:11])=[O:10].Cl.C(=O)([O-])[O-].[K+].[K+].[CH2:27]1[CH2:31]OC[CH2:28]1, predict the reaction product. (5) Given the reactants [C:1]1([C:7]2[NH:11][N:10]=[C:9]([C:12]([NH:14][CH2:15][C:16]([OH:18])=O)=[O:13])[CH:8]=2)[CH:6]=[CH:5][CH:4]=[CH:3][CH:2]=1.CCN(C(C)C)C(C)C.C1C=CC2N(O)N=NC=2C=1.CCN=C=NCCCN(C)C.Cl.Cl.Cl.[Br:52][C:53]1[CH:58]=[CH:57][CH:56]=[CH:55][C:54]=1[NH:59][CH:60]1[CH2:65][CH2:64][NH:63][CH2:62][CH2:61]1, predict the reaction product. The product is: [Br:52][C:53]1[CH:58]=[CH:57][CH:56]=[CH:55][C:54]=1[NH:59][CH:60]1[CH2:65][CH2:64][N:63]([C:16](=[O:18])[CH2:15][NH:14][C:12]([C:9]2[CH:8]=[C:7]([C:1]3[CH:2]=[CH:3][CH:4]=[CH:5][CH:6]=3)[NH:11][N:10]=2)=[O:13])[CH2:62][CH2:61]1. (6) Given the reactants Cl[CH2:2][CH2:3][CH2:4][NH:5][C:6]([NH:8][C:9]1[CH:10]=[N:11][CH:12]=[CH:13][C:14]=1[CH3:15])=[O:7].[H-].[Na+].C(OC(=O)C)C, predict the reaction product. The product is: [CH3:15][C:14]1[CH:13]=[CH:12][N:11]=[CH:10][C:9]=1[N:8]1[CH2:2][CH2:3][CH2:4][NH:5][C:6]1=[O:7]. (7) Given the reactants ClC1C=C(F)C=C[C:3]=1[N:9]1[CH2:14][CH2:13][N:12]([C:15]([C:17]2[CH:22]=[CH:21][CH:20]=[C:19]([C:23](F)(F)F)[C:18]=2[Cl:27])=[O:16])[CH2:11][C:10]1=[O:28].ClC1C(C)=CC=CC=1C(O)=O.CN1CCNCC1=O.ClC1C(C(F)(F)F)=CC=CC=1C(O)=O.ClC1C=C(F)C=CC=1N1CCNCC1=O, predict the reaction product. The product is: [Cl:27][C:18]1[C:19]([CH3:23])=[CH:20][CH:21]=[CH:22][C:17]=1[C:15]([N:12]1[CH2:13][CH2:14][N:9]([CH3:3])[C:10](=[O:28])[CH2:11]1)=[O:16]. (8) Given the reactants Cl[C:2]1[C:11]2[C:6](=[CH:7][CH:8]=[C:9]([CH3:12])[CH:10]=2)[N:5]=[C:4]([N:13]2[CH2:19][C:18]3[CH:20]=[CH:21][CH:22]=[CH:23][C:17]=3[S:16](=[O:25])(=[O:24])[CH2:15][CH2:14]2)[CH:3]=1.[NH:26]1[CH2:29][CH:28]([NH:30]C(=O)OC(C)(C)C)[CH2:27]1, predict the reaction product. The product is: [O:24]=[S:16]1(=[O:25])[C:17]2[CH:23]=[CH:22][CH:21]=[CH:20][C:18]=2[CH2:19][N:13]([C:4]2[CH:3]=[C:2]([N:26]3[CH2:29][CH:28]([NH2:30])[CH2:27]3)[C:11]3[C:6](=[CH:7][CH:8]=[C:9]([CH3:12])[CH:10]=3)[N:5]=2)[CH2:14][CH2:15]1.